Dataset: Catalyst prediction with 721,799 reactions and 888 catalyst types from USPTO. Task: Predict which catalyst facilitates the given reaction. (1) Reactant: [OH-:1].[Li+].[CH3:3][C:4]([C:6]1[CH:7]=[CH:8][C:9](O)=[CH:10][C:11]=1[OH:12])=[O:5].[CH:14]1[C:26]2[C:25](=[O:27])[C:24]3[C:19](=[CH:20][CH:21]=[CH:22][CH:23]=3)[C:18]=2[C:17]([C:28](Cl)=O)=[CH:16][CH:15]=1.Cl. Product: [CH:14]1[C:26]2[C:25](=[O:27])[C:24]3[C:19](=[CH:20][CH:21]=[CH:22][CH:23]=3)[C:18]=2[C:17]([C:28]2[O:12][C:11]3[C:6]([C:4](=[O:5])[C:3]=2[OH:1])=[CH:7][CH:8]=[CH:9][CH:10]=3)=[CH:16][CH:15]=1. The catalyst class is: 1. (2) Reactant: [NH2:1][C:2]1[N:11]=[C:5]2[C:6](O)=[CH:7][CH:8]=[CH:9][N:4]2[N:3]=1.FC1C=CC(S(C)(=O)=O)=CC=1.CC(C)([O-])C.[K+]. Product: [N:11]1[C:2]([NH2:1])=[N:3][N:4]2[CH:9]=[CH:8][CH:7]=[CH:6][C:5]=12. The catalyst class is: 80. (3) Product: [O:1]=[C:2]1[NH:10][C:5]2[N:6]=[CH:7][N:8]=[CH:9][C:4]=2[C@:3]21[CH2:18][C:17]1[C:12](=[CH:13][CH:14]=[C:15]([C:19]([OH:21])=[O:20])[CH:16]=1)[CH2:11]2.[Cl-:23].[Li+:31].[ClH:23].[CH2:24]([N:26]([CH2:29][CH3:30])[CH2:27][CH3:28])[CH3:25]. The catalyst class is: 36. Reactant: [O:1]=[C:2]1[NH:10][C:5]2[N:6]=[CH:7][N:8]=[CH:9][C:4]=2[C@:3]21[CH2:18][C:17]1[C:12](=[CH:13][CH:14]=[C:15]([C:19]([O:21]C)=[O:20])[CH:16]=1)[CH2:11]2.[ClH:23].[CH2:24]([N:26]([CH2:29][CH3:30])[CH2:27][CH3:28])[CH3:25].[Li+:31].[OH-].Cl. (4) Reactant: [Br:1][C:2]1[CH:3]=[CH:4][C:5]([CH3:22])=[C:6]([N:8]2[CH2:13][CH2:12][N:11](C(OC(C)(C)C)=O)[CH2:10][C:9]2=[O:21])[CH:7]=1.FC(F)(F)C(O)=O. Product: [Br:1][C:2]1[CH:3]=[CH:4][C:5]([CH3:22])=[C:6]([N:8]2[CH2:13][CH2:12][NH:11][CH2:10][C:9]2=[O:21])[CH:7]=1. The catalyst class is: 4.